This data is from Full USPTO retrosynthesis dataset with 1.9M reactions from patents (1976-2016). The task is: Predict the reactants needed to synthesize the given product. Given the product [F:1][C:2]1[CH:10]=[C:9]([C:11]2[CH:16]=[CH:15][C:14]([F:17])=[CH:13][CH:12]=2)[C:8]2[N:7]3[CH2:18][CH2:19][N:20]([CH3:26])[C:21](=[O:22])[C:6]3=[CH:5][C:4]=2[CH:3]=1, predict the reactants needed to synthesize it. The reactants are: [F:1][C:2]1[CH:10]=[C:9]([C:11]2[CH:16]=[CH:15][C:14]([F:17])=[CH:13][CH:12]=2)[C:8]2[N:7]3[CH2:18][CH2:19][NH:20][C:21](=[O:22])[C:6]3=[CH:5][C:4]=2[CH:3]=1.[H-].[Na+].I[CH3:26].